Dataset: Forward reaction prediction with 1.9M reactions from USPTO patents (1976-2016). Task: Predict the product of the given reaction. Given the reactants [F:1][C:2]1[CH:3]=[C:4]([NH:10][C:11]2[C:16]([C:17]3[N:22]=[C:21]([CH3:23])[N:20]=[C:19]([NH2:24])[N:18]=3)=[CH:15][C:14]([CH:25]=[C:26]([CH3:28])[CH3:27])=[CH:13][N:12]=2)[CH:5]=[N:6][C:7]=1[O:8][CH3:9].ClC1C=C(C=CC=1)C(OO)=[O:34], predict the reaction product. The product is: [CH3:27][C:26]1([CH3:28])[O:34][CH:25]1[C:14]1[CH:15]=[C:16]([C:17]2[N:22]=[C:21]([CH3:23])[N:20]=[C:19]([NH2:24])[N:18]=2)[C:11]([NH:10][C:4]2[CH:5]=[N:6][C:7]([O:8][CH3:9])=[C:2]([F:1])[CH:3]=2)=[N:12][CH:13]=1.